This data is from HIV replication inhibition screening data with 41,000+ compounds from the AIDS Antiviral Screen. The task is: Binary Classification. Given a drug SMILES string, predict its activity (active/inactive) in a high-throughput screening assay against a specified biological target. (1) The molecule is CC(CCCOC(c1ccccc1)(c1ccccc1)c1ccccc1)OC(=O)Nc1ccccc1. The result is 0 (inactive). (2) The drug is [ClH2+].c1nc2[nH]cnc2c(=[S+][Co-2]([S+]=c2[nH]cnc3[nH]cnc23)([S+]=c2[nH]cnc3[nH]cnc23)[S+]=c2[nH]cnc3[nH]cnc23)[nH]1. The result is 0 (inactive). (3) The molecule is CC(C)(C)C1=CP(=O)(c2ccccc2)C=C(C(C)(C)C)N1. The result is 0 (inactive). (4) The compound is BrCc1ccccc1C[PH](c1ccccc1)(c1ccccc1)c1ccccc1. The result is 0 (inactive). (5) The compound is Clc1cc2nn(C3CCCCO3)nc2cc1Cl. The result is 0 (inactive). (6) The molecule is CC1(C(=O)O)CCCC2(C)C3CCC4CC3(CCC12)CC4C(=O)O. The result is 0 (inactive). (7) The drug is COCN1C(N)=C(C(=O)OC(C)(C)C)C2=CC(=O)C=CC21C. The result is 0 (inactive).